Predict which catalyst facilitates the given reaction. From a dataset of Catalyst prediction with 721,799 reactions and 888 catalyst types from USPTO. (1) Reactant: [C:1]([O:5][C:6]([N:8]1[CH2:15][CH2:14][CH:13]([CH3:16])[CH:9]1[C:10]([OH:12])=O)=[O:7])([CH3:4])([CH3:3])[CH3:2].[Cl:17][C:18]1[CH:19]=[CH:20][C:21]([N:33]2[CH:37]=[N:36][N:35]=[N:34]2)=[C:22]([CH:32]=1)[CH2:23][NH:24][C:25](=[O:31])[C@@H:26]1[CH2:30][CH2:29][CH2:28][NH:27]1. Product: [C:1]([O:5][C:6]([N:8]1[CH2:15][CH2:14][CH:13]([CH3:16])[C@H:9]1[C:10]([N:27]1[CH2:28][CH2:29][CH2:30][C@H:26]1[C:25]([NH:24][CH2:23][C:22]1[CH:32]=[C:18]([Cl:17])[CH:19]=[CH:20][C:21]=1[N:33]1[CH:37]=[N:36][N:35]=[N:34]1)=[O:31])=[O:12])=[O:7])([CH3:2])([CH3:3])[CH3:4]. The catalyst class is: 344. (2) Reactant: [O:1]=[C:2]1[C:7]2[C:8]([C:11]3[CH:16]=[CH:15][C:14]([S:17]([NH2:20])(=[O:19])=[O:18])=[CH:13][CH:12]=3)=[N:9][NH:10][C:6]=2[CH:5]=[CH:4][NH:3]1.[H-].[Na+].CC1C=CC(S(O[CH2:34][CH:35]2[CH2:38][O:37][CH2:36]2)(=O)=O)=CC=1. Product: [O:37]1[CH2:38][CH:35]([CH2:34][N:10]2[C:6]3[CH:5]=[CH:4][NH:3][C:2](=[O:1])[C:7]=3[C:8]([C:11]3[CH:12]=[CH:13][C:14]([S:17]([NH2:20])(=[O:19])=[O:18])=[CH:15][CH:16]=3)=[N:9]2)[CH2:36]1. The catalyst class is: 3. (3) The catalyst class is: 371. Reactant: [Br:1][C:2]1[C:10]2[C:9](Cl)=[N:8][CH:7]=[N:6][C:5]=2[S:4][C:3]=1[C:12]1[CH:17]=[CH:16][C:15]([F:18])=[CH:14][CH:13]=1.[OH:19][C@H:20]([CH2:26][C:27]1[CH:32]=[CH:31][CH:30]=[CH:29][C:28]=1[O:33][CH2:34][C:35]([F:38])([F:37])[F:36])[C:21]([O:23][CH2:24][CH3:25])=[O:22].C([O-])([O-])=O.[Cs+].[Cs+].Cl. Product: [Br:1][C:2]1[C:10]2[C:9]([O:19][C@H:20]([CH2:26][C:27]3[CH:32]=[CH:31][CH:30]=[CH:29][C:28]=3[O:33][CH2:34][C:35]([F:36])([F:37])[F:38])[C:21]([O:23][CH2:24][CH3:25])=[O:22])=[N:8][CH:7]=[N:6][C:5]=2[S:4][C:3]=1[C:12]1[CH:17]=[CH:16][C:15]([F:18])=[CH:14][CH:13]=1. (4) Reactant: [F:1][C:2]1[CH:7]=[CH:6][C:5]([S:8]([NH:11][C:12]2[S:16][C:15]3[CH2:17][CH2:18][CH2:19][CH2:20][C:14]=3[C:13]=2[C:21]([O:23]CC)=[O:22])(=[O:10])=[O:9])=[CH:4][CH:3]=1.O.[OH-].[Li+]. Product: [F:1][C:2]1[CH:3]=[CH:4][C:5]([S:8]([NH:11][C:12]2[S:16][C:15]3[CH2:17][CH2:18][CH2:19][CH2:20][C:14]=3[C:13]=2[C:21]([OH:23])=[O:22])(=[O:9])=[O:10])=[CH:6][CH:7]=1. The catalyst class is: 38. (5) Reactant: [CH3:1][Mg]Br.[N:4]1[C:11](Cl)=[N:10][C:8]([Cl:9])=[N:7][C:5]=1[Cl:6]. Product: [Cl:6][C:5]1[N:7]=[C:8]([Cl:9])[N:10]=[C:11]([CH3:1])[N:4]=1. The catalyst class is: 332. (6) Reactant: COCCO[AlH2-]OCCOC.[Na+].[H-].[H-].COCCO[Al+]OCCOC.[Na+].[N:27]1[N:31]2[C:32]3[C:37]([CH2:38][CH2:39][C:30]2=[CH:29][C:28]=1[C:40](OCC)=[O:41])=[CH:36][CH:35]=[CH:34][CH:33]=3.Cl. Product: [N:27]1[N:31]2[C:32]3[C:37]([CH2:38][CH2:39][C:30]2=[CH:29][C:28]=1[CH2:40][OH:41])=[CH:36][CH:35]=[CH:34][CH:33]=3. The catalyst class is: 299.